Dataset: Peptide-MHC class I binding affinity with 185,985 pairs from IEDB/IMGT. Task: Regression. Given a peptide amino acid sequence and an MHC pseudo amino acid sequence, predict their binding affinity value. This is MHC class I binding data. (1) The peptide sequence is QQLYTSPSF. The MHC is HLA-B39:01 with pseudo-sequence HLA-B39:01. The binding affinity (normalized) is 0.428. (2) The peptide sequence is RAKFKQLL. The MHC is HLA-B08:01 with pseudo-sequence HLA-B08:01. The binding affinity (normalized) is 0.613.